From a dataset of CYP1A2 inhibition data for predicting drug metabolism from PubChem BioAssay. Regression/Classification. Given a drug SMILES string, predict its absorption, distribution, metabolism, or excretion properties. Task type varies by dataset: regression for continuous measurements (e.g., permeability, clearance, half-life) or binary classification for categorical outcomes (e.g., BBB penetration, CYP inhibition). Dataset: cyp1a2_veith. The drug is CCN1C(=O)[C@H]2CC[C@@H]3/C(=N\OCc4ccccc4)C[C@@H](O)[C@@H](O)[C@@H]3[C@@H]2C1=O. The result is 0 (non-inhibitor).